Dataset: Full USPTO retrosynthesis dataset with 1.9M reactions from patents (1976-2016). Task: Predict the reactants needed to synthesize the given product. Given the product [CH2:6]([C:5]([CH2:8][CH3:9])=[CH:4][C:3]([OH:10])=[O:2])[CH3:7], predict the reactants needed to synthesize it. The reactants are: C[O:2][C:3](=[O:10])[CH:4]=[C:5]([CH2:8][CH3:9])[CH2:6][CH3:7].[OH-].[Na+].Cl.